This data is from Full USPTO retrosynthesis dataset with 1.9M reactions from patents (1976-2016). The task is: Predict the reactants needed to synthesize the given product. (1) Given the product [CH3:15][C:4]1[CH:5]=[C:6]([O:8][CH:9]2[CH2:10][CH2:11][N:12]([S:39]([CH3:38])(=[O:41])=[O:40])[CH2:13][CH2:14]2)[CH:7]=[C:2]([CH3:1])[C:3]=1[C:16]1[CH:21]=[CH:20][CH:19]=[C:18]([CH2:22][O:23][C:24]2[CH:37]=[CH:36][C:27]3[C@H:28]([CH2:31][C:32]([O:34][CH3:35])=[O:33])[CH2:29][O:30][C:26]=3[CH:25]=2)[CH:17]=1, predict the reactants needed to synthesize it. The reactants are: [CH3:1][C:2]1[CH:7]=[C:6]([O:8][CH:9]2[CH2:14][CH2:13][NH:12][CH2:11][CH2:10]2)[CH:5]=[C:4]([CH3:15])[C:3]=1[C:16]1[CH:21]=[CH:20][CH:19]=[C:18]([CH2:22][O:23][C:24]2[CH:37]=[CH:36][C:27]3[C@H:28]([CH2:31][C:32]([O:34][CH3:35])=[O:33])[CH2:29][O:30][C:26]=3[CH:25]=2)[CH:17]=1.[CH3:38][S:39](Cl)(=[O:41])=[O:40].C(N(CC)CC)C.O. (2) Given the product [CH:1]1[CH:10]=[N:9][C:8]2[C:3](=[C:4]([N+:12]([O-:14])=[O:13])[CH:5]=[CH:6][C:7]=2[OH:11])[CH:2]=1.[N+:15]([O-:18])([OH:17])=[O:16], predict the reactants needed to synthesize it. The reactants are: [CH:1]1[CH:10]=[N:9][C:8]2[C:3](=[C:4]([N+:12]([O-:14])=[O:13])[CH:5]=[CH:6][C:7]=2[OH:11])[CH:2]=1.[N+:15]([O-:18])([OH:17])=[O:16]. (3) Given the product [Cl:39][C:40]1([C:2]2[CH:3]=[CH:4][C:5]([CH2:6][O:7][C:8]3[CH:36]=[CH:35][CH:34]=[CH:33][C:9]=3[CH2:10][CH2:11][N:12]([CH2:22][C:23]3[CH:32]=[CH:31][C:26]([C:27]([O:29][CH3:30])=[O:28])=[CH:25][CH:24]=3)[CH2:13][CH2:14][CH2:15][CH2:16][C:17]([O:19][CH2:20][CH3:21])=[O:18])=[CH:37][CH:38]=2)[CH:41]=[CH:42][CH:43]=[CH:44][CH2:45]1, predict the reactants needed to synthesize it. The reactants are: Br[C:2]1[CH:38]=[CH:37][C:5]([CH2:6][O:7][C:8]2[CH:36]=[CH:35][CH:34]=[CH:33][C:9]=2[CH2:10][CH2:11][N:12]([CH2:22][C:23]2[CH:32]=[CH:31][C:26]([C:27]([O:29][CH3:30])=[O:28])=[CH:25][CH:24]=2)[CH2:13][CH2:14][CH2:15][CH2:16][C:17]([O:19][CH2:20][CH3:21])=[O:18])=[CH:4][CH:3]=1.[Cl:39][C:40]1[CH:45]=[CH:44][C:43](B(O)O)=[CH:42][CH:41]=1.C(=O)([O-])[O-].[Na+].[Na+].C(OCC)(=O)C.